Dataset: Forward reaction prediction with 1.9M reactions from USPTO patents (1976-2016). Task: Predict the product of the given reaction. Given the reactants [NH2:1][C:2]1[C:9]([F:10])=[CH:8][C:5]([C:6]#[N:7])=[C:4]([F:11])[CH:3]=1.C([Li])CCC.[CH3:17][S:18](Cl)(=[O:20])=[O:19], predict the reaction product. The product is: [F:10][C:9]1[CH:8]=[C:5]([C:6]#[N:7])[C:4]([F:11])=[CH:3][C:2]=1[NH:1][S:18]([CH3:17])(=[O:20])=[O:19].